This data is from Forward reaction prediction with 1.9M reactions from USPTO patents (1976-2016). The task is: Predict the product of the given reaction. (1) Given the reactants F[B-](F)(F)F.C([PH+](C(C)(C)C)C(C)(C)C)(C)(C)C.C1(C(N)C2CCCCC2)CCCCC1.[CH3:33][O:34][C:35](=[O:38])[CH:36]=[CH2:37].FC(F)(F)S(O[C:45]1[C:50]([N+:51]([O-:53])=[O:52])=[CH:49][C:48]([O:54][CH2:55][C:56]2[CH:61]=[CH:60][CH:59]=[CH:58][CH:57]=2)=[CH:47][C:46]=1[C:62](=[O:64])[CH3:63])(=O)=O, predict the reaction product. The product is: [C:62]([C:46]1[CH:47]=[C:48]([O:54][CH2:55][C:56]2[CH:61]=[CH:60][CH:59]=[CH:58][CH:57]=2)[CH:49]=[C:50]([N+:51]([O-:53])=[O:52])[C:45]=1[CH:37]=[CH:36][C:35]([O:34][CH3:33])=[O:38])(=[O:64])[CH3:63]. (2) Given the reactants [CH2:1]([O:3][C:4]([C:6]1[N:7]([C:26]2[CH:31]=[CH:30][C:29]([O:32][CH:33]3[CH2:37][CH2:36][CH2:35][CH2:34]3)=[CH:28][CH:27]=2)[C:8]2[C:13]([C:14]=1I)=[CH:12][C:11]([C:16]1[CH:21]=[CH:20][C:19]([C:22]([F:25])([F:24])[F:23])=[CH:18][N:17]=1)=[CH:10][CH:9]=2)=[O:5])[CH3:2].[CH3:38][N:39]([CH3:46])[CH2:40][CH2:41][CH2:42][C:43]([NH2:45])=[O:44], predict the reaction product. The product is: [CH2:1]([O:3][C:4]([C:6]1[N:7]([C:26]2[CH:31]=[CH:30][C:29]([O:32][CH:33]3[CH2:37][CH2:36][CH2:35][CH2:34]3)=[CH:28][CH:27]=2)[C:8]2[C:13]([C:14]=1[NH:45][C:43](=[O:44])[CH2:42][CH2:41][CH2:40][N:39]([CH3:46])[CH3:38])=[CH:12][C:11]([C:16]1[CH:21]=[CH:20][C:19]([C:22]([F:25])([F:24])[F:23])=[CH:18][N:17]=1)=[CH:10][CH:9]=2)=[O:5])[CH3:2]. (3) Given the reactants [CH:1]1([CH2:4][C@@H:5]2[NH:10][C:9](=[O:11])[C@H:8]([CH2:12][CH:13]([CH3:15])[CH3:14])[NH:7][CH2:6]2)[CH2:3][CH2:2]1.[F:16][C:17]1[CH:22]=[CH:21][C:20]([C:23]2[CH:27]=[C:26]([C:28](O)=[O:29])[O:25][N:24]=2)=[CH:19][CH:18]=1.C([C@@H]1N(C(=O)/C=C/C2C=CC=CC=2)C[C@H](CC(C)C)NC1=O)C(C)C, predict the reaction product. The product is: [CH:1]1([CH2:4][C@@H:5]2[NH:10][C:9](=[O:11])[C@H:8]([CH2:12][CH:13]([CH3:15])[CH3:14])[N:7]([C:28]([C:26]3[O:25][N:24]=[C:23]([C:20]4[CH:21]=[CH:22][C:17]([F:16])=[CH:18][CH:19]=4)[CH:27]=3)=[O:29])[CH2:6]2)[CH2:2][CH2:3]1. (4) Given the reactants [Cl:1][C:2]1[N:10]=[C:9]2[C:5]([N:6]=[CH:7][NH:8]2)=[C:4]([Cl:11])[N:3]=1.[F:12][C:13]1[CH:18]=[CH:17][C:16]([CH:19](O)[CH3:20])=[CH:15][CH:14]=1.C1(P(C2C=CC=CC=2)C2C=CC=CC=2)C=CC=CC=1.N(C(OCC)=O)=NC(OCC)=O, predict the reaction product. The product is: [Cl:1][C:2]1[N:10]=[C:9]2[C:5]([N:6]=[CH:7][N:8]2[CH:19]([C:16]2[CH:17]=[CH:18][C:13]([F:12])=[CH:14][CH:15]=2)[CH3:20])=[C:4]([Cl:11])[N:3]=1. (5) Given the reactants [CH:1]1([N:6]2[C:11]3[N:12]=[C:13]([NH:17][CH2:18][CH3:19])[N:14]=[C:15]([CH3:16])[C:10]=3[CH:9]=[C:8]([CH2:20][CH2:21][C:22]([O:24]CC)=[O:23])[C:7]2=[O:27])[CH2:5][CH2:4][CH2:3][CH2:2]1.[OH-].[Li+].Cl, predict the reaction product. The product is: [CH:1]1([N:6]2[C:11]3[N:12]=[C:13]([NH:17][CH2:18][CH3:19])[N:14]=[C:15]([CH3:16])[C:10]=3[CH:9]=[C:8]([CH2:20][CH2:21][C:22]([OH:24])=[O:23])[C:7]2=[O:27])[CH2:2][CH2:3][CH2:4][CH2:5]1.